Dataset: Merck oncology drug combination screen with 23,052 pairs across 39 cell lines. Task: Regression. Given two drug SMILES strings and cell line genomic features, predict the synergy score measuring deviation from expected non-interaction effect. (1) Drug 1: O=P1(N(CCCl)CCCl)NCCCO1. Drug 2: O=C(O)C1(Cc2cccc(Nc3nccs3)n2)CCC(Oc2cccc(Cl)c2F)CC1. Cell line: A427. Synergy scores: synergy=7.42. (2) Drug 1: Cc1nc(Nc2ncc(C(=O)Nc3c(C)cccc3Cl)s2)cc(N2CCN(CCO)CC2)n1. Drug 2: COC1CC2CCC(C)C(O)(O2)C(=O)C(=O)N2CCCCC2C(=O)OC(C(C)CC2CCC(OP(C)(C)=O)C(OC)C2)CC(=O)C(C)C=C(C)C(O)C(OC)C(=O)C(C)CC(C)C=CC=CC=C1C. Cell line: SKMEL30. Synergy scores: synergy=19.7. (3) Drug 1: COc1cccc2c1C(=O)c1c(O)c3c(c(O)c1C2=O)CC(O)(C(=O)CO)CC3OC1CC(N)C(O)C(C)O1. Drug 2: NC(=O)c1cccc2cn(-c3ccc(C4CCCNC4)cc3)nc12. Cell line: SW620. Synergy scores: synergy=-1.06. (4) Drug 1: CCC1=CC2CN(C1)Cc1c([nH]c3ccccc13)C(C(=O)OC)(c1cc3c(cc1OC)N(C)C1C(O)(C(=O)OC)C(OC(C)=O)C4(CC)C=CCN5CCC31C54)C2. Drug 2: CC1(c2nc3c(C(N)=O)cccc3[nH]2)CCCN1. Cell line: SKMEL30. Synergy scores: synergy=10.6.